Dataset: Rat liver microsome stability data. Task: Regression/Classification. Given a drug SMILES string, predict its absorption, distribution, metabolism, or excretion properties. Task type varies by dataset: regression for continuous measurements (e.g., permeability, clearance, half-life) or binary classification for categorical outcomes (e.g., BBB penetration, CYP inhibition). Dataset: rlm. (1) The molecule is Cc1ccccc1CSc1nc2cc(Br)cnc2[nH]1. The result is 1 (stable in rat liver microsomes). (2) The compound is COCCCOc1cc(C(=O)N(C[C@@H]2CNC[C@H]2NCc2ccc3ccccc3c2)C(C)C)ccc1OC. The result is 1 (stable in rat liver microsomes). (3) The compound is COc1ccc(-c2[nH]nc3ncc(-c4ccc(CO)cc4)nc23)cc1F. The result is 1 (stable in rat liver microsomes). (4) The molecule is Cn1cc(Br)c(C(=O)N2CCN(CCc3ccc(F)cc3)CC2)n1. The result is 1 (stable in rat liver microsomes). (5) The compound is O=C(CCCN1CCC(O)(c2ccc(Cl)cc2)CC1)c1ccc(F)cc1. The result is 0 (unstable in rat liver microsomes). (6) The molecule is CC(C)n1nnc2c(N3CCOCC3)nc(-c3ccc(NC(=O)Nc4ccc(N5CCOCC5)cc4)cc3)nc21. The result is 1 (stable in rat liver microsomes). (7) The compound is CNC(=O)[C@@]12C[C@@H]1[C@@H](n1cnc3c(NC)nc(C#Cc4ccco4)nc31)[C@H](O)[C@@H]2O. The result is 0 (unstable in rat liver microsomes). (8) The drug is N[C@H]1CCCC[C@H]1Nc1cc2ncnc(O)c2c(Nc2cccc3c(Cl)c[nH]c23)n1. The result is 1 (stable in rat liver microsomes). (9) The drug is COc1cc(OC)c(/C=C/S(=O)(=O)Cc2cnc(OC)c(NS(C)(=O)=O)c2)c(OC)c1. The result is 0 (unstable in rat liver microsomes).